From a dataset of Catalyst prediction with 721,799 reactions and 888 catalyst types from USPTO. Predict which catalyst facilitates the given reaction. (1) Reactant: I[C:2]1[C:10]2[C:9]([NH2:11])=[N:8][CH:7]=[N:6][C:5]=2[NH:4][CH:3]=1.CI.[C:14](=O)([O-])[O-].[K+].[K+]. Product: [CH3:14][N:4]1[C:5]2[N:6]=[CH:7][N:8]=[C:9]([NH2:11])[C:10]=2[CH:2]=[CH:3]1. The catalyst class is: 3. (2) Reactant: [Cl:1][C:2]1[CH:3]=[C:4]2[CH:10]=[C:9]([C:11]([OH:13])=O)[NH:8][C:5]2=[CH:6][N:7]=1.Cl.[CH3:15][O:16][C:17](=[O:27])[C@@H:18]([NH2:26])[CH2:19][C:20]1[CH:25]=[CH:24][N:23]=[CH:22][CH:21]=1.CN(C(ON1N=NC2C=CC=CC1=2)=[N+](C)C)C.[B-](F)(F)(F)F.CCN(C(C)C)C(C)C. Product: [CH3:15][O:16][C:17](=[O:27])[C@@H:18]([NH:26][C:11]([C:9]1[NH:8][C:5]2=[CH:6][N:7]=[C:2]([Cl:1])[CH:3]=[C:4]2[CH:10]=1)=[O:13])[CH2:19][C:20]1[CH:21]=[CH:22][N:23]=[CH:24][CH:25]=1. The catalyst class is: 3.